From a dataset of Forward reaction prediction with 1.9M reactions from USPTO patents (1976-2016). Predict the product of the given reaction. (1) Given the reactants [OH-:1].[K+].[NH2:3]O.Cl.[F:6][C:7]1[CH:8]=[CH:9][C:10]([N:13]([CH2:24][C:25]2[CH:34]=[CH:33][C:28]([C:29](OC)=[O:30])=[CH:27][CH:26]=2)[C:14]2[N:18]([CH3:19])[C:17]3[CH:20]=[CH:21][CH:22]=[CH:23][C:16]=3[N:15]=2)=[N:11][CH:12]=1, predict the reaction product. The product is: [NH2:3][OH:1].[F:6][C:7]1[CH:8]=[CH:9][C:10]([N:13]([CH2:24][C:25]2[CH:26]=[CH:27][C:28]([C:29]([NH:3][OH:1])=[O:30])=[CH:33][CH:34]=2)[C:14]2[N:18]([CH3:19])[C:17]3[CH:20]=[CH:21][CH:22]=[CH:23][C:16]=3[N:15]=2)=[N:11][CH:12]=1. (2) Given the reactants [CH2:1]([O:8][CH2:9][CH:10]([NH:28][OH:29])[CH2:11][S:12]([N:15]1[CH2:20][CH2:19][N:18]([C:21]2[CH:26]=[C:25]([Cl:27])[N:24]=[CH:23][N:22]=2)[CH2:17][CH2:16]1)(=[O:14])=[O:13])[C:2]1[CH:7]=[CH:6][CH:5]=[CH:4][CH:3]=1.[O:30]1CCC[CH2:31]1, predict the reaction product. The product is: [CH2:1]([O:8][CH2:9][CH:10]([N:28]([OH:29])[CH:31]=[O:30])[CH2:11][S:12]([N:15]1[CH2:20][CH2:19][N:18]([C:21]2[CH:26]=[C:25]([Cl:27])[N:24]=[CH:23][N:22]=2)[CH2:17][CH2:16]1)(=[O:14])=[O:13])[C:2]1[CH:7]=[CH:6][CH:5]=[CH:4][CH:3]=1.